Dataset: Catalyst prediction with 721,799 reactions and 888 catalyst types from USPTO. Task: Predict which catalyst facilitates the given reaction. Reactant: [CH2:1]([C:3]1[CH:4]=[C:5]2[N:22]([C@H:23]([CH3:26])[CH2:24][OH:25])[CH:21]=[C:20]([CH3:27])[C:6]2=[N:7][C:8]=1[C:9]1[C:10]([O:18][CH3:19])=[N:11][C:12]([CH:15]([CH3:17])[CH3:16])=[CH:13][CH:14]=1)[CH3:2].[H-].[Na+].[CH3:30]I. Product: [CH2:1]([C:3]1[CH:4]=[C:5]2[N:22]([C@H:23]([CH3:26])[CH2:24][O:25][CH3:30])[CH:21]=[C:20]([CH3:27])[C:6]2=[N:7][C:8]=1[C:9]1[C:10]([O:18][CH3:19])=[N:11][C:12]([CH:15]([CH3:16])[CH3:17])=[CH:13][CH:14]=1)[CH3:2]. The catalyst class is: 1.